This data is from Forward reaction prediction with 1.9M reactions from USPTO patents (1976-2016). The task is: Predict the product of the given reaction. (1) Given the reactants [CH3:1][N:2]([CH3:18])[CH2:3][CH2:4][O:5][C:6]1[CH:13]=[C:12]([C:14]([F:17])([F:16])[F:15])[CH:11]=[CH:10][C:7]=1[C:8]#[N:9].[H-].[H-].[H-].[H-].[Li+].[Al+3].O, predict the reaction product. The product is: [NH2:9][CH2:8][C:7]1[CH:10]=[CH:11][C:12]([C:14]([F:15])([F:16])[F:17])=[CH:13][C:6]=1[O:5][CH2:4][CH2:3][N:2]([CH3:18])[CH3:1]. (2) Given the reactants S(S([O-])=O)([O-])=O.[Na+].[Na+].[NH2:9][C:10]1[C:11]([CH3:16])=[CH:12][CH:13]=[CH:14][CH:15]=1.C(=O)([O-])O.[Na+].[Br:22][C:23]([F:32])([F:31])[C:24](Br)([F:29])[C:25]([F:28])([F:27])[F:26].C(=O)([O-])[O-].[Na+].[Na+], predict the reaction product. The product is: [CH3:16][C:11]1[CH:12]=[C:13]([C:24]([F:29])([C:25]([F:28])([F:27])[F:26])[C:23]([Br:22])([F:32])[F:31])[CH:14]=[CH:15][C:10]=1[NH2:9]. (3) Given the reactants [NH2:1][C:2]1[C:7]([Cl:8])=[N:6][CH:5]=[CH:4][N:3]=1.[CH3:9][O:10][C:11]1[CH:12]=[C:13]([CH:18]=[CH:19][CH:20]=1)[C:14](=O)[CH2:15]Br, predict the reaction product. The product is: [Cl:8][C:7]1[C:2]2[N:3]([CH:15]=[C:14]([C:13]3[CH:18]=[CH:19][CH:20]=[C:11]([O:10][CH3:9])[CH:12]=3)[N:1]=2)[CH:4]=[CH:5][N:6]=1. (4) Given the reactants Br[CH2:2]/[CH:3]=[CH:4]/[C:5]([NH:7][C:8]1[CH:13]=[CH:12][C:11]([C:14]([N:16]2[CH2:21][CH2:20][CH:19]([NH:22][C:23]3[N:28]=[C:27]([C:29]4[CH:30]=[N:31][CH:32]=[CH:33][CH:34]=4)[C:26]([Cl:35])=[CH:25][N:24]=3)[CH2:18][CH2:17]2)=[O:15])=[CH:10][CH:9]=1)=[O:6].[NH:36]([CH3:38])[CH3:37].CCN(C(C)C)C(C)C, predict the reaction product. The product is: [Cl:35][C:26]1[C:27]([C:29]2[CH:30]=[N:31][CH:32]=[CH:33][CH:34]=2)=[N:28][C:23]([NH:22][CH:19]2[CH2:20][CH2:21][N:16]([C:14]([C:11]3[CH:12]=[CH:13][C:8]([NH:7][C:5](=[O:6])/[CH:4]=[CH:3]/[CH2:2][N:36]([CH3:38])[CH3:37])=[CH:9][CH:10]=3)=[O:15])[CH2:17][CH2:18]2)=[N:24][CH:25]=1. (5) Given the reactants [Br-:1].[C:2]1([C:8]2[CH:13]=[CH:12][CH:11]=[CH:10][NH+:9]=2)[CH:7]=[CH:6][CH:5]=[CH:4][CH:3]=1.[H][H].O1CCOC[CH2:17]1, predict the reaction product. The product is: [Br-:1].[CH3:17][C:10]1[CH:11]=[CH:12][CH:13]=[C:8]([C:2]2[CH:3]=[CH:4][CH:5]=[CH:6][CH:7]=2)[NH+:9]=1.